The task is: Predict which catalyst facilitates the given reaction.. This data is from Catalyst prediction with 721,799 reactions and 888 catalyst types from USPTO. (1) Reactant: [OH:1][C:2]1[CH:7]=[CH:6][C:5]([N:8]2[C:12]3[CH:13]=[CH:14][C:15]([C:17]([NH:19][CH2:20][C:21]4[CH:22]=[N:23][CH:24]=[CH:25][CH:26]=4)=[O:18])=[CH:16][C:11]=3[N:10]=[CH:9]2)=[CH:4][CH:3]=1.[CH:44]1[CH:45]=[CH:40]C(P([C:40]2[CH:45]=[CH:44][CH:43]=[CH:42]C=2)[C:44]2[CH:45]=[CH:40]C=[CH:42][CH:43]=2)=[CH:42][CH:43]=1.C1COCC1.[N:51]([C:59](OC(C)C)=O)=NC(OC(C)C)=O. Product: [N:51]1[CH:42]=[CH:43][CH:44]=[C:45]([CH2:40][O:1][C:2]2[CH:7]=[CH:6][C:5]([N:8]3[C:12]4[CH:13]=[CH:14][C:15]([C:17]([NH:19][CH2:20][C:21]5[CH:22]=[N:23][CH:24]=[CH:25][CH:26]=5)=[O:18])=[CH:16][C:11]=4[N:10]=[CH:9]3)=[CH:4][CH:3]=2)[CH:59]=1. The catalyst class is: 3. (2) Reactant: [CH:1]1([N:4]([C@@H:18]2[C@H:25]3[C@H:21]([CH2:22][NH:23][CH2:24]3)[CH2:20][CH2:19]2)[S:5]([C:8]2[CH:13]=[CH:12][CH:11]=[C:10]([C:14]([F:17])([F:16])[F:15])[CH:9]=2)(=[O:7])=[O:6])[CH2:3][CH2:2]1.[F:26][C:27]1[CH:32]=[CH:31][C:30]([CH:33]([C:40]2[CH:45]=[CH:44][C:43]([F:46])=[CH:42][CH:41]=2)[CH2:34][CH2:35][CH2:36][CH2:37][CH:38]=O)=[CH:29][CH:28]=1.C(O)(=O)C.C([BH3-])#N. Product: [F:26][C:27]1[CH:28]=[CH:29][C:30]([CH:33]([C:40]2[CH:41]=[CH:42][C:43]([F:46])=[CH:44][CH:45]=2)[CH2:34][CH2:35][CH2:36][CH2:37][CH2:38][N:23]2[CH2:24][C@H:25]3[C@@H:18]([N:4]([CH:1]4[CH2:2][CH2:3]4)[S:5]([C:8]4[CH:13]=[CH:12][CH:11]=[C:10]([C:14]([F:15])([F:17])[F:16])[CH:9]=4)(=[O:6])=[O:7])[CH2:19][CH2:20][C@H:21]3[CH2:22]2)=[CH:31][CH:32]=1. The catalyst class is: 4. (3) Reactant: [F:1][CH2:2][C:3]([CH2:7][F:8])([OH:6])[C:4]#[CH:5].[H-].[Na+].[CH2:11]([S:14](Cl)(=[O:16])=[O:15])[CH2:12][CH3:13].O. Product: [CH2:11]([S:14]([O:6][C:3]([CH2:7][F:8])([C:4]#[CH:5])[CH2:2][F:1])(=[O:16])=[O:15])[CH2:12][CH3:13]. The catalyst class is: 7. (4) Product: [CH2:1]([N:8]1[C@@H:16]2[C@@:11]([C:18]3[CH:23]=[CH:22][C:21]([O:24][CH3:25])=[C:20]([O:26][CH3:27])[CH:19]=3)([CH2:12][CH2:13][C@@H:14]([NH:17][C:28](=[O:31])[O:29][C:2]([CH3:7])([CH3:3])[CH3:1])[CH2:15]2)[CH2:10][CH2:9]1)[C:2]1[CH:7]=[CH:6][CH:5]=[CH:4][CH:3]=1. The catalyst class is: 5. Reactant: [CH2:1]([N:8]1[C@@H:16]2[C@@:11]([C:18]3[CH:23]=[CH:22][C:21]([O:24][CH3:25])=[C:20]([O:26][CH3:27])[CH:19]=3)([CH2:12][CH2:13][C@@H:14]([NH2:17])[CH2:15]2)[CH2:10][CH2:9]1)[C:2]1[CH:7]=[CH:6][CH:5]=[CH:4][CH:3]=1.[C:28](=[O:31])(O)[O-:29].[Na+]. (5) Reactant: F[C:2]1[CH:7]=[CH:6][C:5]([N+:8]([O-:10])=[O:9])=[CH:4][C:3]=1[C:11]([F:14])([F:13])[F:12].C(N(CC)CC)C.[CH3:22][O:23][CH2:24][CH2:25][NH:26][CH3:27].O. Product: [CH3:22][O:23][CH2:24][CH2:25][N:26]([CH3:27])[C:2]1[CH:7]=[CH:6][C:5]([N+:8]([O-:10])=[O:9])=[CH:4][C:3]=1[C:11]([F:14])([F:13])[F:12]. The catalyst class is: 3. (6) Reactant: C1(C(C2C=CC=CC=2)[N:8]2[C:16]3[C:11](=[CH:12][CH:13]=[CH:14][CH:15]=3)[C:10]3([CH2:20][O:19][C:18]4[CH:21]=[C:22]5[C:26](=[CH:27][C:17]3=4)[C:25]([CH3:29])([CH3:28])[CH2:24][O:23]5)[C:9]2=[O:30])C=CC=CC=1.[H][H]. Product: [CH3:28][C:25]1([CH3:29])[CH2:24][O:23][C:22]2=[CH:21][C:18]3[O:19][CH2:20][C:10]4([C:17]=3[CH:27]=[C:26]12)[C:11]1[C:16](=[CH:15][CH:14]=[CH:13][CH:12]=1)[NH:8][C:9]4=[O:30]. The catalyst class is: 19. (7) Reactant: ClC(Cl)(Cl)C(OC(=O)C(Cl)(Cl)Cl)=O.[NH2:14][C:15](=O)[C@@H:16]([NH:28][C:29](=[O:35])[O:30][C:31]([CH3:34])([CH3:33])[CH3:32])[CH2:17][C:18]1[CH:23]=[CH:22][C:21]([O:24][CH:25]([CH3:27])[CH3:26])=[CH:20][CH:19]=1.C(N(CC)CC)C. Product: [C:15]([C@@H:16]([NH:28][C:29](=[O:35])[O:30][C:31]([CH3:32])([CH3:34])[CH3:33])[CH2:17][C:18]1[CH:19]=[CH:20][C:21]([O:24][CH:25]([CH3:27])[CH3:26])=[CH:22][CH:23]=1)#[N:14]. The catalyst class is: 2.